This data is from Reaction yield outcomes from USPTO patents with 853,638 reactions. The task is: Predict the reaction yield, written as a fraction of the theoretical maximum amount of product (1.0 means a 100% yield; for example, 0.34 means a 34% yield). (1) The reactants are I[C:2]1[C:3]([CH:13]([CH3:15])[CH3:14])=[CH:4][C:5]([CH3:12])=[C:6]([CH:11]=1)[C:7]([O:9][CH3:10])=[O:8].[CH3:16][N:17](C=O)C. The catalyst is [C-]#N.[Zn+2].[C-]#N.C1C=CC([P]([Pd]([P](C2C=CC=CC=2)(C2C=CC=CC=2)C2C=CC=CC=2)([P](C2C=CC=CC=2)(C2C=CC=CC=2)C2C=CC=CC=2)[P](C2C=CC=CC=2)(C2C=CC=CC=2)C2C=CC=CC=2)(C2C=CC=CC=2)C2C=CC=CC=2)=CC=1. The product is [C:16]([C:2]1[C:3]([CH:13]([CH3:15])[CH3:14])=[CH:4][C:5]([CH3:12])=[C:6]([CH:11]=1)[C:7]([O:9][CH3:10])=[O:8])#[N:17]. The yield is 0.830. (2) The reactants are [Br:1][C:2]1[C:3](Cl)=[N:4][C:5]([Cl:8])=[N:6][CH:7]=1.[CH2:10]([NH2:13])[CH:11]=[CH2:12].C(N(C(C)C)CC)(C)C. The catalyst is C(O)C. The product is [CH2:10]([NH:13][C:3]1[C:2]([Br:1])=[CH:7][N:6]=[C:5]([Cl:8])[N:4]=1)[CH:11]=[CH2:12]. The yield is 0.890. (3) The reactants are [CH2:1]([NH2:5])[CH:2]([CH3:4])[CH3:3].OC1C=CC=CN=1.[C:13]([O:17][C:18](=[O:48])[NH:19][C@H:20]([C@@H:39]1[CH2:43][C@@H:42]([CH:44]([CH3:46])[CH3:45])[C:41](=[O:47])[O:40]1)[CH2:21][N:22]1[CH2:27][C:26](=[O:28])[N:25]([C:29]2[CH:34]=[C:33]([F:35])[CH:32]=[CH:31][C:30]=2[CH3:36])[CH2:24][C:23]1([CH3:38])[CH3:37])([CH3:16])([CH3:15])[CH3:14]. The catalyst is O. The product is [C:13]([O:17][C:18](=[O:48])[NH:19][C@@H:20]([CH2:21][N:22]1[CH2:27][C:26](=[O:28])[N:25]([C:29]2[CH:34]=[C:33]([F:35])[CH:32]=[CH:31][C:30]=2[CH3:36])[CH2:24][C:23]1([CH3:38])[CH3:37])[C@@H:39]([OH:40])[CH2:43][C@H:42]([C:41](=[O:47])[NH:5][CH2:1][CH:2]([CH3:4])[CH3:3])[CH:44]([CH3:46])[CH3:45])([CH3:14])([CH3:16])[CH3:15]. The yield is 0.990. (4) The reactants are [CH3:1][C:2]#[N:3].[Li]CCCC.[F:9][C:10]([F:19])([F:18])[C:11]([CH3:17])([CH3:16])[C:12](OC)=[O:13]. The catalyst is C1COCC1. The product is [F:9][C:10]([F:19])([F:18])[C:11]([CH3:17])([CH3:16])[C:12](=[O:13])[CH2:1][C:2]#[N:3]. The yield is 0.317. (5) The reactants are [CH3:1][N:2]1[C:6]2[CH2:7][CH:8]([C:12]([O:14]CC)=O)[CH2:9][C:10](=[O:11])[C:5]=2[N:4]=[C:3]1[CH3:17].[CH3:18][NH2:19]. No catalyst specified. The product is [CH3:18][NH:19][C:12]([CH:8]1[CH2:7][C:6]2[N:2]([CH3:1])[C:3]([CH3:17])=[N:4][C:5]=2[C:10](=[O:11])[CH2:9]1)=[O:14]. The yield is 0.730. (6) The reactants are O[CH2:2][CH:3]([CH2:5]O)O.[CH3:7][O:8][CH2:9][CH2:10][O:11][C:12]1[CH:17]=[CH:16][C:15]([NH2:18])=[C:14]([N+:19]([O-:21])=[O:20])[CH:13]=1.[Na+].[I-].OS(O)(=O)=O. The catalyst is C(Cl)Cl.O. The product is [CH3:7][O:8][CH2:9][CH2:10][O:11][C:12]1[CH:17]=[C:16]2[C:15](=[C:14]([N+:19]([O-:21])=[O:20])[CH:13]=1)[N:18]=[CH:5][CH:3]=[CH:2]2. The yield is 0.0600. (7) The reactants are [C:1](Cl)(Cl)=[O:2].C1(C)C=CC=CC=1.[CH3:12][O:13][C:14](=[O:20])[C:15]([CH3:19])([CH3:18])[CH2:16][OH:17].C(N(C(C)C)CC)(C)C.[F:30][C:31]([F:65])([F:64])[C:32]1[CH:33]=[C:34]([CH:57]=[C:58]([C:60]([F:63])([F:62])[F:61])[CH:59]=1)[CH2:35][N:36]([C:51]1[N:52]=[N:53][N:54]([CH3:56])[N:55]=1)[C@@H:37]1[C:43]2=[CH:44][C:45]3[CH2:46][CH2:47][CH2:48][C:49]=3[CH:50]=[C:42]2[NH:41][CH2:40][CH2:39][CH2:38]1.N1C=CC=CC=1. The catalyst is ClCCl. The product is [CH3:12][O:13][C:14]([C:15]([CH3:19])([CH3:18])[CH2:16][O:17][C:1]([N:41]1[C:42]2[C:43](=[CH:44][C:45]3[CH2:46][CH2:47][CH2:48][C:49]=3[CH:50]=2)[C@@H:37]([N:36]([CH2:35][C:34]2[CH:33]=[C:32]([C:31]([F:64])([F:65])[F:30])[CH:59]=[C:58]([C:60]([F:61])([F:62])[F:63])[CH:57]=2)[C:51]2[N:52]=[N:53][N:54]([CH3:56])[N:55]=2)[CH2:38][CH2:39][CH2:40]1)=[O:2])=[O:20]. The yield is 0.730. (8) The reactants are [CH2:1]([O:3][P:4]([CH2:9][C:10]1[CH:15]=[CH:14][C:13]([NH:16][C:17]2[N:22]=[C:21]([NH:23][C:24]3[CH:32]=[CH:31][C:30](Br)=[C:29]4[C:25]=3[C:26](=[O:35])[N:27]([CH3:34])[CH2:28]4)[C:20]([C:36]([F:39])([F:38])[F:37])=[CH:19][N:18]=2)=[CH:12][CH:11]=1)(=[O:8])[O:5][CH2:6][CH3:7])[CH3:2].[C:40]([N:43]1[CH2:48][CH2:47][NH:46][CH2:45][CH2:44]1)(=[O:42])[CH3:41].C([O-])([O-])=O.[Cs+].[Cs+]. The catalyst is O1CCOCC1.C1C=CC(/C=C/C(/C=C/C2C=CC=CC=2)=O)=CC=1.C1C=CC(/C=C/C(/C=C/C2C=CC=CC=2)=O)=CC=1.[Pd]. The product is [CH2:1]([O:3][P:4]([CH2:9][C:10]1[CH:15]=[CH:14][C:13]([NH:16][C:17]2[N:22]=[C:21]([NH:23][C:24]3[CH:32]=[CH:31][C:30]([N:46]4[CH2:47][CH2:48][N:43]([C:40](=[O:42])[CH3:41])[CH2:44][CH2:45]4)=[C:29]4[C:25]=3[C:26](=[O:35])[N:27]([CH3:34])[CH2:28]4)[C:20]([C:36]([F:39])([F:38])[F:37])=[CH:19][N:18]=2)=[CH:12][CH:11]=1)(=[O:8])[O:5][CH2:6][CH3:7])[CH3:2]. The yield is 0.200. (9) The reactants are [CH3:1][C:2]1[CH:3]=[C:4]([N+:10]([O-:12])=[O:11])[C:5](O)=[N:6][C:7]=1[CH3:8].P(Cl)(Cl)([Cl:15])=O. The catalyst is [Cl-].C([N+](CC)(CC)CC)C1C=CC=CC=1.C(#N)C. The product is [Cl:15][C:5]1[C:4]([N+:10]([O-:12])=[O:11])=[CH:3][C:2]([CH3:1])=[C:7]([CH3:8])[N:6]=1. The yield is 0.920.